Dataset: Catalyst prediction with 721,799 reactions and 888 catalyst types from USPTO. Task: Predict which catalyst facilitates the given reaction. (1) Reactant: C([O:3][C:4](=[O:22])[CH2:5][NH:6][C:7]([C:9]1[C:10](=[O:21])[S:11][C:12]2[C:17]([C:18]=1[OH:19])=[CH:16][CH:15]=[C:14]([F:20])[CH:13]=2)=[O:8])C.[OH-].[Na+]. Product: [F:20][C:14]1[CH:13]=[C:12]2[C:17]([C:18]([OH:19])=[C:9]([C:7]([NH:6][CH2:5][C:4]([OH:22])=[O:3])=[O:8])[C:10](=[O:21])[S:11]2)=[CH:16][CH:15]=1. The catalyst class is: 83. (2) Reactant: [Cl:1][C:2]1[CH:18]=[CH:17][C:16]([C:19]([F:22])([F:21])[F:20])=[CH:15][C:3]=1[C:4]([NH:6][C@H:7]1[CH2:12][CH2:11][C@H:10]([CH:13]=O)[CH2:9][CH2:8]1)=[O:5].[NH2:23][C:24]1[CH:25]=[N:26][CH:27]=[C:28]([CH3:30])[CH:29]=1.C(O[BH-](OC(=O)C)OC(=O)C)(=O)C.[Na+]. Product: [Cl:1][C:2]1[CH:18]=[CH:17][C:16]([C:19]([F:22])([F:21])[F:20])=[CH:15][C:3]=1[C:4]([NH:6][C@H:7]1[CH2:12][CH2:11][C@H:10]([CH2:13][NH:23][C:24]2[CH:25]=[N:26][CH:27]=[C:28]([CH3:30])[CH:29]=2)[CH2:9][CH2:8]1)=[O:5]. The catalyst class is: 2. (3) Reactant: C(NC(C)C)(C)C.C([Li])CCC.[N:13]1[CH:18]=[CH:17][CH:16]=[C:15]([CH2:19][C:20]2[CH:21]=[N:22][CH:23]=[CH:24][CH:25]=2)[CH:14]=1.[N:26]1[CH:31]=[CH:30][CH:29]=[C:28]([C:32]([C:34]2[CH:39]=[CH:38][N:37]=[CH:36][N:35]=2)=[O:33])[CH:27]=1. Product: [N:26]1[CH:31]=[CH:30][CH:29]=[C:28]([C:32]([C:34]2[CH:39]=[CH:38][N:37]=[CH:36][N:35]=2)([OH:33])[CH:19]([C:20]2[CH:21]=[N:22][CH:23]=[CH:24][CH:25]=2)[C:15]2[CH:14]=[N:13][CH:18]=[CH:17][CH:16]=2)[CH:27]=1. The catalyst class is: 1. (4) Reactant: [NH2:1][C:2]1[C:7]([NH2:8])=[CH:6][CH:5]=[CH:4][C:3]=1[CH3:9].CN([CH:13]=[O:14])C. Product: [OH:14][C:13]1[NH:1][C:2]2[C:3]([CH3:9])=[CH:4][CH:5]=[CH:6][C:7]=2[N:8]=1. The catalyst class is: 6. (5) Reactant: [CH:1]1([NH:7][C:8]([C:10]2[CH:11]=[N:12][N:13]([C:19]3[CH:24]=[CH:23][C:22]([CH2:25][C:26]([O:28]C)=[O:27])=[CH:21][CH:20]=3)[C:14]=2[S:15][CH2:16][CH2:17][CH3:18])=[O:9])[CH2:6][CH2:5][CH2:4][CH2:3][CH2:2]1.[OH-].[Na+]. Product: [CH:1]1([NH:7][C:8]([C:10]2[CH:11]=[N:12][N:13]([C:19]3[CH:24]=[CH:23][C:22]([CH2:25][C:26]([OH:28])=[O:27])=[CH:21][CH:20]=3)[C:14]=2[S:15][CH2:16][CH2:17][CH3:18])=[O:9])[CH2:6][CH2:5][CH2:4][CH2:3][CH2:2]1. The catalyst class is: 5.